Task: Predict which catalyst facilitates the given reaction.. Dataset: Catalyst prediction with 721,799 reactions and 888 catalyst types from USPTO (1) Reactant: [Cl:1][C:2]1[N:9]=[C:8]([C:10]2[CH:15]=[CH:14][C:13]([CH3:16])=[CH:12][CH:11]=2)[C:7]([C:17]2[CH:22]=[CH:21][CH:20]=[CH:19][CH:18]=2)=[CH:6][C:3]=1[C:4]#[N:5].C1C(=O)N(Br)C(=O)C1.C(OOC(=O)C1C=CC=CC=1)(=O)C1C=CC=CC=1.[NH:49]1[CH2:54][CH2:53][CH:52]([N:55]2[C:59]3=[N:60][CH:61]=[N:62][C:63]([NH2:64])=[C:58]3[CH:57]=[N:56]2)[CH2:51][CH2:50]1.C(N(C(C)C)CC)(C)C. Product: [NH2:64][C:63]1[N:62]=[CH:61][N:60]=[C:59]2[N:55]([CH:52]3[CH2:53][CH2:54][N:49]([CH2:16][C:13]4[CH:14]=[CH:15][C:10]([C:8]5[C:7]([C:17]6[CH:22]=[CH:21][CH:20]=[CH:19][CH:18]=6)=[CH:6][C:3]([C:4]#[N:5])=[C:2]([Cl:1])[N:9]=5)=[CH:11][CH:12]=4)[CH2:50][CH2:51]3)[N:56]=[CH:57][C:58]=12. The catalyst class is: 22. (2) Reactant: O1C2C(=CC=CC=2)CCC1.N1CCCCC1.C([O:22][C@@H:23]([C:25]1[N:30]=[C:29]([N:31]2[CH2:36][CH2:35][C:34]3([CH2:45][C:44](=[O:46])[C:43]4[C:38](=[CH:39][CH:40]=[C:41]([Cl:47])[CH:42]=4)[O:37]3)[CH2:33][CH2:32]2)[CH:28]=[CH:27][N:26]=1)[CH3:24])(=O)CCC.O.[OH-].[Li+]. Product: [Cl:47][C:41]1[CH:42]=[C:43]2[C:38](=[CH:39][CH:40]=1)[O:37][C:34]1([CH2:35][CH2:36][N:31]([C:29]3[CH:28]=[CH:27][N:26]=[C:25]([C@H:23]([OH:22])[CH3:24])[N:30]=3)[CH2:32][CH2:33]1)[CH2:45][C:44]2=[O:46]. The catalyst class is: 193.